Dataset: Forward reaction prediction with 1.9M reactions from USPTO patents (1976-2016). Task: Predict the product of the given reaction. (1) Given the reactants [OH:1][C:2]1[CH:7]=[C:6]([CH3:8])[C:5]([C:9]2[CH:14]=[CH:13][CH:12]=[C:11]([CH2:15][O:16][C:17]3[CH:22]=[CH:21][C:20]([C:23]4([CH2:27][C:28]([O:30][CH2:31][CH3:32])=[O:29])[CH2:26][O:25][CH2:24]4)=[CH:19][CH:18]=3)[CH:10]=2)=[C:4]([CH3:33])[CH:3]=1.Br[CH2:35][CH2:36][O:37][CH3:38].[H-].[Na+], predict the reaction product. The product is: [CH3:38][O:37][CH2:36][CH2:35][O:1][C:2]1[CH:3]=[C:4]([CH3:33])[C:5]([C:9]2[CH:14]=[CH:13][CH:12]=[C:11]([CH2:15][O:16][C:17]3[CH:22]=[CH:21][C:20]([C:23]4([CH2:27][C:28]([O:30][CH2:31][CH3:32])=[O:29])[CH2:24][O:25][CH2:26]4)=[CH:19][CH:18]=3)[CH:10]=2)=[C:6]([CH3:8])[CH:7]=1. (2) Given the reactants [Cl:1][C:2]1[N:7]=[C:6]([C:8]([OH:10])=[O:9])[CH:5]=[CH:4][CH:3]=1.C(Cl)(=O)C(Cl)=O.CN(C=O)C.[CH3:22][C:23]([CH3:26])([O-])[CH3:24].[K+], predict the reaction product. The product is: [Cl:1][C:2]1[N:7]=[C:6]([C:8]([O:10][C:23]([CH3:26])([CH3:24])[CH3:22])=[O:9])[CH:5]=[CH:4][CH:3]=1. (3) Given the reactants [Br:1][C:2]1[CH:3]=[CH:4][C:5]([F:12])=[C:6]([CH2:8][C:9]([OH:11])=[O:10])[CH:7]=1.Cl.[CH3:14]O, predict the reaction product. The product is: [CH3:14][O:10][C:9](=[O:11])[CH2:8][C:6]1[CH:7]=[C:2]([Br:1])[CH:3]=[CH:4][C:5]=1[F:12]. (4) The product is: [Br:1][C:2]1[NH:3][CH:4]=[C:5]([C:7]([NH:10][C@@H:11]([CH3:28])[CH2:12][N:13]2[CH:17]=[CH:16][C:15]([C:18]3[CH:25]=[C:24]([F:26])[C:21]([C:22]#[N:23])=[C:20]([Cl:27])[CH:19]=3)=[N:14]2)=[O:9])[N:6]=1. Given the reactants [Br:1][C:2]1[NH:3][CH:4]=[C:5]([C:7]([OH:9])=O)[N:6]=1.[NH2:10][C@@H:11]([CH3:28])[CH2:12][N:13]1[CH:17]=[CH:16][C:15]([C:18]2[CH:25]=[C:24]([F:26])[C:21]([C:22]#[N:23])=[C:20]([Cl:27])[CH:19]=2)=[N:14]1.CN(C=O)C.C(Cl)Cl, predict the reaction product. (5) Given the reactants F[C:2](F)(F)C(O)=O.[Cl:8][C:9]1[CH:17]=[C:16]2[C:12]([CH:13]=[C:14]([C:18]([NH:20][C@@H:21]3[CH2:25][CH2:24][NH:23][CH2:22]3)=[O:19])[NH:15]2)=[CH:11][CH:10]=1.N, predict the reaction product. The product is: [Cl:8][C:9]1[CH:17]=[C:16]2[C:12]([CH:13]=[C:14]([C:18]([NH:20][C@@H:21]3[CH2:25][CH2:24][N:23]([CH3:2])[CH2:22]3)=[O:19])[NH:15]2)=[CH:11][CH:10]=1. (6) Given the reactants [Cl:1][C:2]1[CH:3]=[C:4]([OH:11])[CH:5]=[C:6]([N+:8]([O-:10])=[O:9])[CH:7]=1.[CH:12]1(O)[CH2:17][CH2:16][CH2:15][CH2:14][CH2:13]1.CCOC(/N=N/C(OCC)=O)=O.C1(C)C=CC=CC=1.C1C=CC(P(C2C=CC=CC=2)C2C=CC=CC=2)=CC=1, predict the reaction product. The product is: [Cl:1][C:2]1[CH:7]=[C:6]([N+:8]([O-:10])=[O:9])[CH:5]=[C:4]([O:11][CH:12]2[CH2:17][CH2:16][CH2:15][CH2:14][CH2:13]2)[CH:3]=1. (7) Given the reactants C([Si]([O:8][CH2:9][CH2:10][CH2:11][O:12][C:13]1[CH:18]=[CH:17][C:16]([Cl:19])=[CH:15][C:14]=1[N+:20]([O-])=O)(C)C)(C)(C)C.[Cl-].[NH4+], predict the reaction product. The product is: [NH2:20][C:14]1[CH:15]=[C:16]([Cl:19])[CH:17]=[CH:18][C:13]=1[O:12][CH2:11][CH2:10][CH2:9][OH:8].